From a dataset of Forward reaction prediction with 1.9M reactions from USPTO patents (1976-2016). Predict the product of the given reaction. (1) Given the reactants [NH2:1][C:2]1[CH:9]=[C:8]([NH:10][CH2:11][CH2:12][O:13][CH3:14])[C:5]([C:6]#[N:7])=[CH:4][N:3]=1.N1([C:20](N2C=NC=N2)=[O:21])C=NC=N1.[CH3:27][O:28][CH:29]([O:51][CH3:52])[C:30]1[C:39]([CH2:40][N:41]([CH2:46][CH2:47][N:48]([CH3:50])[CH3:49])[S:42]([CH3:45])(=[O:44])=[O:43])=[CH:38][C:37]2[CH2:36][CH2:35][CH2:34][NH:33][C:32]=2[N:31]=1, predict the reaction product. The product is: [C:6]([C:5]1[C:8]([NH:10][CH2:11][CH2:12][O:13][CH3:14])=[CH:9][C:2]([NH:1][C:20]([N:33]2[C:32]3[C:37](=[CH:38][C:39]([CH2:40][N:41]([CH2:46][CH2:47][N:48]([CH3:50])[CH3:49])[S:42]([CH3:45])(=[O:44])=[O:43])=[C:30]([CH:29]([O:28][CH3:27])[O:51][CH3:52])[N:31]=3)[CH2:36][CH2:35][CH2:34]2)=[O:21])=[N:3][CH:4]=1)#[N:7]. (2) Given the reactants [Cl:1][CH2:2][C:3]1[CH:11]=[CH:10][C:6]([CH:7]=[N:8][OH:9])=[CH:5][CH:4]=1.C1C(=O)N([Cl:19])C(=O)C1.Cl.O1CCOCC1, predict the reaction product. The product is: [Cl:1][CH2:2][C:3]1[CH:11]=[CH:10][C:6]([C:7]([Cl:19])=[N:8][OH:9])=[CH:5][CH:4]=1.